Dataset: M1 muscarinic receptor antagonist screen with 61,756 compounds. Task: Binary Classification. Given a drug SMILES string, predict its activity (active/inactive) in a high-throughput screening assay against a specified biological target. (1) The compound is O(c1ccc(Cc2ccccc2)cc1)CCn1ncnc1. The result is 0 (inactive). (2) The result is 0 (inactive). The molecule is O(c1c(C2C(=C(NC(=C2C(OC)=O)C)C)C(OC)=O)cccc1)Cc1[n+](onc1C)[O-]. (3) The drug is O(CCn1c2c(c(c1C)C(OCC)=O)cc(O)cc2)C. The result is 0 (inactive). (4) The drug is Fc1c(c2nc(on2)CCC(=O)N2CCC3(OCCO3)CC2)cccc1. The result is 0 (inactive). (5) The compound is S(=O)(=O)(N(Cc1ccccc1)CC(=O)NC(C)C)c1ccccc1. The result is 0 (inactive). (6) The molecule is s1c2nc3n(CCC3)c(=O)c2c(c1)c1ccccc1. The result is 0 (inactive). (7) The molecule is O(c1cc(C2n3[nH]c(nc3=NC(C2)c2cc(OC)ccc2)N)ccc1)C. The result is 0 (inactive).